This data is from Reaction yield outcomes from USPTO patents with 853,638 reactions. The task is: Predict the reaction yield, written as a fraction of the theoretical maximum amount of product (1.0 means a 100% yield; for example, 0.34 means a 34% yield). (1) The reactants are C1(P(C2C=CC=CC=2)C2C=CC=CC=2)C=CC=CC=1.II.[Si:22]([O:29][C@@H:30]([CH3:58])[C@@H:31]([NH:48][C:49]1[CH:54]=[CH:53][C:52]([C:55]#[N:56])=[C:51]([Cl:57])[CH:50]=1)[C:32]([NH:34][NH:35][C:36](=[O:47])[C:37]1[CH:42]=[CH:41][C:40]([S:43]([CH3:46])(=[O:45])=[O:44])=[CH:39][CH:38]=1)=O)([C:25]([CH3:28])([CH3:27])[CH3:26])([CH3:24])[CH3:23]. The catalyst is C(Cl)Cl. The product is [Si:22]([O:29][C@@H:30]([CH3:58])[C@@H:31]([NH:48][C:49]1[CH:54]=[CH:53][C:52]([C:55]#[N:56])=[C:51]([Cl:57])[CH:50]=1)[C:32]1[O:47][C:36]([C:37]2[CH:38]=[CH:39][C:40]([S:43]([CH3:46])(=[O:45])=[O:44])=[CH:41][CH:42]=2)=[N:35][N:34]=1)([C:25]([CH3:26])([CH3:28])[CH3:27])([CH3:24])[CH3:23]. The yield is 0.950. (2) The product is [Br:1][C:2]1[CH:3]=[C:4]2[C:10]([I:11])=[N:9][N:8]([CH2:21][O:20][C:14](=[O:19])[C:15]([CH3:18])([CH3:17])[CH3:16])[C:5]2=[N:6][CH:7]=1. The reactants are [Br:1][C:2]1[CH:3]=[C:4]2[C:10]([I:11])=[N:9][NH:8][C:5]2=[N:6][CH:7]=1.[H-].[Na+].[C:14]([O:20][CH2:21]Cl)(=[O:19])[C:15]([CH3:18])([CH3:17])[CH3:16]. The catalyst is CN(C)C=O. The yield is 0.690. (3) The catalyst is CC1C=CC=CC=1[P](C1C=CC=CC=1C)([Pd](Cl)(Cl)[P](C1=C(C)C=CC=C1)(C1C=CC=CC=1C)C1C=CC=CC=1C)C1C=CC=CC=1C. The yield is 0.890. The reactants are Br[C:2]1[CH:7]=[CH:6][C:5]([Cl:8])=[CH:4][C:3]=1[CH3:9].[CH3:10][O:11][C:12]1[CH:17]=[CH:16][CH:15]=[CH:14][C:13]=1B(O)O.C(=O)([O-])[O-].[K+].[K+].CC1C=CC(S(OCC2CC3C(C4C=CC=CC=4)=CC=CC=3O2)(=O)=O)=CC=1. The product is [CH3:10][O:11][C:12]1[C:13]([C:2]2[CH:7]=[CH:6][C:5]([Cl:8])=[CH:4][C:3]=2[CH3:9])=[CH:14][CH:15]=[CH:16][CH:17]=1.